The task is: Predict the product of the given reaction.. This data is from Forward reaction prediction with 1.9M reactions from USPTO patents (1976-2016). The product is: [Cl:17][C:11]1[CH:12]=[CH:13][CH:14]=[C:15]([Cl:16])[C:10]=1[C:9]([NH:8][C:6]1[CH:5]=[CH:4][N:3]=[C:2]([NH:19][C:20]2[N:25]=[C:24]([CH3:26])[CH:23]=[CH:22][N:21]=2)[CH:7]=1)=[O:18]. Given the reactants Br[C:2]1[CH:7]=[C:6]([NH:8][C:9](=[O:18])[C:10]2[C:15]([Cl:16])=[CH:14][CH:13]=[CH:12][C:11]=2[Cl:17])[CH:5]=[CH:4][N:3]=1.[NH2:19][C:20]1[N:25]=[C:24]([CH3:26])[CH:23]=[CH:22][N:21]=1.CC1(C)C2C(=C(P(C3C=CC=CC=3)C3C=CC=CC=3)C=CC=2)OC2C(P(C3C=CC=CC=3)C3C=CC=CC=3)=CC=CC1=2.C([O-])([O-])=O.[Cs+].[Cs+], predict the reaction product.